This data is from Catalyst prediction with 721,799 reactions and 888 catalyst types from USPTO. The task is: Predict which catalyst facilitates the given reaction. (1) Reactant: [Br:1][C:2]1[CH:8]=[CH:7][C:5]([NH2:6])=[CH:4][C:3]=1[CH3:9].Cl[CH2:11][CH2:12][N:13]1[CH2:18][CH2:17][O:16][CH2:15][CH2:14]1.C([O-])([O-])=O.[K+].[K+].N[C@H](C(O)=O)CC1C=C2C(C=CC=C2)=CC=1. Product: [Br:1][C:2]1[CH:8]=[CH:7][C:5]([NH:6][CH2:11][CH2:12][N:13]2[CH2:18][CH2:17][O:16][CH2:15][CH2:14]2)=[CH:4][C:3]=1[CH3:9]. The catalyst class is: 197. (2) Reactant: [CH3:1]C(C)([O-])C.[K+].[Br:7][C:8]1[CH:9]=[CH:10][C:11]([F:16])=[C:12]([CH:15]=1)[CH:13]=O. Product: [Br:7][C:8]1[CH:9]=[CH:10][C:11]([F:16])=[C:12]([CH:15]=1)[CH:13]=[CH2:1]. The catalyst class is: 307. (3) Reactant: [C:1]([O:5][C:6]([N:8]1[CH2:12][CH2:11][C@@H:10](O)[CH2:9]1)=[O:7])([CH3:4])([CH3:3])[CH3:2].C1(P(C2C=CC=CC=2)C2C=CC=CC=2)C=CC=CC=1.N(C(OC(C)C)=O)=NC(OC(C)C)=O.COC(=O)/C=C/C1C=CC(O)=CC=1. Product: [C:1]([O:5][C:6]([N:8]1[CH2:12][CH2:11][CH2:10][CH2:9]1)=[O:7])([CH3:4])([CH3:2])[CH3:3]. The catalyst class is: 1. (4) Reactant: [Br:1][C:2]1[CH:7]=[CH:6][C:5]([SH:8])=[CH:4][CH:3]=1.[CH:9]1([CH2:12]Br)[CH2:11][CH2:10]1.C(=O)([O-])[O-].[K+].[K+]. Product: [CH:9]1([CH2:12][S:8][C:5]2[CH:6]=[CH:7][C:2]([Br:1])=[CH:3][CH:4]=2)[CH2:11][CH2:10]1. The catalyst class is: 18. (5) Reactant: [N:1]1([CH2:6][CH2:7][O:8][C:9]2[CH:14]=[CH:13][C:12]([NH:15][CH2:16][C:17]3[CH:22]=[CH:21][C:20]([O:23][CH:24]4[CH2:29][CH2:28][CH2:27][CH2:26][O:25]4)=[CH:19][CH:18]=3)=[CH:11][CH:10]=2)[CH2:5][CH2:4][CH2:3][CH2:2]1.C(N(CC)CC)C.[CH3:37][O:38][C:39]1[CH:44]=[CH:43][C:42]([S:45](Cl)(=[O:47])=[O:46])=[CH:41][CH:40]=1. Product: [CH3:37][O:38][C:39]1[CH:40]=[CH:41][C:42]([S:45]([N:15]([C:12]2[CH:11]=[CH:10][C:9]([O:8][CH2:7][CH2:6][N:1]3[CH2:2][CH2:3][CH2:4][CH2:5]3)=[CH:14][CH:13]=2)[CH2:16][C:17]2[CH:22]=[CH:21][C:20]([O:23][CH:24]3[CH2:29][CH2:28][CH2:27][CH2:26][O:25]3)=[CH:19][CH:18]=2)(=[O:47])=[O:46])=[CH:43][CH:44]=1. The catalyst class is: 2. (6) Reactant: [C:1]([C:5]1[N:6]=[C:7]([NH:10][C:11]([C:13]2[CH:45]=[CH:44][N:16]3[C:17](=[O:43])[C:18](/[CH:34]=[CH:35]/[C:36]([O:38]C(C)(C)C)=[O:37])=[C:19]([N:21]4[CH2:26][CH2:25][CH2:24][C@@H:23]([O:27][C:28]([NH:30][CH2:31][CH2:32][Cl:33])=[O:29])[CH2:22]4)[N:20]=[C:15]3[CH:14]=2)=[O:12])[S:8][CH:9]=1)([CH3:4])([CH3:3])[CH3:2].Cl. Product: [C:1]([C:5]1[N:6]=[C:7]([NH:10][C:11]([C:13]2[CH:45]=[CH:44][N:16]3[C:17](=[O:43])[C:18](/[CH:34]=[CH:35]/[C:36]([OH:38])=[O:37])=[C:19]([N:21]4[CH2:26][CH2:25][CH2:24][C@@H:23]([O:27][C:28]([NH:30][CH2:31][CH2:32][Cl:33])=[O:29])[CH2:22]4)[N:20]=[C:15]3[CH:14]=2)=[O:12])[S:8][CH:9]=1)([CH3:4])([CH3:2])[CH3:3]. The catalyst class is: 12. (7) Reactant: [CH3:1][C:2]1[CH:11]=[CH:10][C:9]2[C:4](=[C:5]([O:12][CH2:13][C@@H:14]([OH:16])[CH3:15])[CH:6]=[CH:7][CH:8]=2)[N:3]=1.[Se](=O)=[O:18]. Product: [OH:16][C@@H:14]([CH3:15])[CH2:13][O:12][C:5]1[CH:6]=[CH:7][CH:8]=[C:9]2[C:4]=1[N:3]=[C:2]([CH:1]=[O:18])[CH:11]=[CH:10]2. The catalyst class is: 38. (8) Reactant: C[O:2][C:3](=[O:35])[C:4]([C:7]1[CH:12]=[CH:11][C:10]([C:13]#[C:14][C:15]2[CH:16]=[C:17]3[C:22](=[C:23]([CH2:25][N:26]([CH:28]4[CH2:30][CH2:29]4)[CH3:27])[CH:24]=2)[O:21][C:20]([CH3:32])([CH3:31])[CH2:19][C:18]3([CH3:34])[CH3:33])=[CH:9][CH:8]=1)([CH3:6])[CH3:5].[OH-].[Na+]. Product: [CH:28]1([N:26]([CH2:25][C:23]2[CH:24]=[C:15]([C:14]#[C:13][C:10]3[CH:11]=[CH:12][C:7]([C:4]([CH3:6])([CH3:5])[C:3]([OH:35])=[O:2])=[CH:8][CH:9]=3)[CH:16]=[C:17]3[C:22]=2[O:21][C:20]([CH3:32])([CH3:31])[CH2:19][C:18]3([CH3:33])[CH3:34])[CH3:27])[CH2:30][CH2:29]1. The catalyst class is: 111.